From a dataset of Full USPTO retrosynthesis dataset with 1.9M reactions from patents (1976-2016). Predict the reactants needed to synthesize the given product. (1) Given the product [C:27]([OH:29])(=[O:28])[C:26]([OH:43])=[O:41].[CH2:1]([N:3]1[CH2:4][CH2:5][N:6]([C:9]2[C:18]3[C:13](=[CH:14][CH:15]=[CH:16][CH:17]=3)[CH:12]=[C:11]([C:19]3[CH:20]=[CH:21][C:22]([CH:25]([CH3:32])[CH2:26][CH2:27][OH:28])=[CH:23][CH:24]=3)[N:10]=2)[CH2:7][CH2:8]1)[CH3:2], predict the reactants needed to synthesize it. The reactants are: [CH2:1]([N:3]1[CH2:8][CH2:7][N:6]([C:9]2[C:18]3[C:13](=[CH:14][CH:15]=[CH:16][CH:17]=3)[CH:12]=[C:11]([C:19]3[CH:24]=[CH:23][C:22]([CH:25]([CH3:32])[CH2:26][C:27]([O:29]CC)=[O:28])=[CH:21][CH:20]=3)[N:10]=2)[CH2:5][CH2:4]1)[CH3:2].[H-].[Al+3].[Li+].[H-].[H-].[H-].[Cl-].[Na+].[OH-:41].[Na+].[O:43]1CCCC1. (2) Given the product [C:21]1([C:27]2[N:31]=[C:30]([N:32]3[CH2:37][CH2:36][N:35]([C:13]([NH:12][C:9]4[CH:8]=[CH:7][C:6]([NH:5][C:1](=[O:4])[CH2:2][CH3:3])=[CH:11][CH:10]=4)=[O:20])[CH2:34][CH2:33]3)[S:29][N:28]=2)[CH:22]=[CH:23][CH:24]=[CH:25][CH:26]=1, predict the reactants needed to synthesize it. The reactants are: [C:1]([NH:5][C:6]1[CH:11]=[CH:10][C:9]([NH:12][C:13](=[O:20])OCC(Cl)(Cl)Cl)=[CH:8][CH:7]=1)(=[O:4])[CH2:2][CH3:3].[C:21]1([C:27]2[N:31]=[C:30]([N:32]3[CH2:37][CH2:36][NH:35][CH2:34][CH2:33]3)[S:29][N:28]=2)[CH:26]=[CH:25][CH:24]=[CH:23][CH:22]=1.C(N(C(C)C)CC)(C)C.CS(C)=O.